Dataset: Catalyst prediction with 721,799 reactions and 888 catalyst types from USPTO. Task: Predict which catalyst facilitates the given reaction. Reactant: FC(F)(F)C(O)=O.[CH3:8][O:9][C:10](=[O:60])[C@H:11]([NH:52]C(OC(C)(C)C)=O)[C:12]1[CH:17]=[CH:16][C:15]([C:18]2[CH:23]=[CH:22][C:21]([C:24]([C:29]3[CH:34]=[CH:33][C:32]([CH2:35][CH2:36][CH:37]([O:42][Si](C(C)(C)C)(C)C)[C:38]([CH3:41])([CH3:40])[CH3:39])=[C:31]([CH3:50])[CH:30]=3)([CH2:27][CH3:28])[CH2:25][CH3:26])=[CH:20][C:19]=2[CH3:51])=[CH:14][CH:13]=1. The catalyst class is: 4. Product: [CH3:8][O:9][C:10](=[O:60])[C@H:11]([NH2:52])[C:12]1[CH:13]=[CH:14][C:15]([C:18]2[CH:23]=[CH:22][C:21]([C:24]([CH2:25][CH3:26])([C:29]3[CH:34]=[CH:33][C:32]([CH2:35][CH2:36][CH:37]([OH:42])[C:38]([CH3:39])([CH3:40])[CH3:41])=[C:31]([CH3:50])[CH:30]=3)[CH2:27][CH3:28])=[CH:20][C:19]=2[CH3:51])=[CH:16][CH:17]=1.